This data is from Full USPTO retrosynthesis dataset with 1.9M reactions from patents (1976-2016). The task is: Predict the reactants needed to synthesize the given product. (1) The reactants are: [CH3:1][O:2][C:3]1[N:10]=[C:9]([CH3:11])[CH:8]=[C:7]([O:12][CH3:13])[C:4]=1[C:5]#[N:6].[CH3:14][C:15]([O:18][C:19](O[C:19]([O:18][C:15]([CH3:17])([CH3:16])[CH3:14])=[O:20])=[O:20])([CH3:17])[CH3:16]. Given the product [C:15]([O:18][C:19](=[O:20])[NH:6][CH2:5][C:4]1[C:3]([O:2][CH3:1])=[N:10][C:9]([CH3:11])=[CH:8][C:7]=1[O:12][CH3:13])([CH3:17])([CH3:16])[CH3:14], predict the reactants needed to synthesize it. (2) Given the product [C:1]([C:3]1[CH:4]=[C:5]([NH:9][C:10]2[CH:11]=[C:12]([CH:18]=[CH:19][CH:20]=2)[C:13]([OH:15])=[O:14])[CH:6]=[CH:7][CH:8]=1)#[N:2], predict the reactants needed to synthesize it. The reactants are: [C:1]([C:3]1[CH:4]=[C:5]([NH:9][C:10]2[CH:11]=[C:12]([CH:18]=[CH:19][CH:20]=2)[C:13]([O:15]CC)=[O:14])[CH:6]=[CH:7][CH:8]=1)#[N:2].[OH-].[Na+]. (3) Given the product [NH2:21][CH:18]1[CH2:19][CH2:20][N:15]([CH2:14][CH:12]2[C:11]3=[C:10]4[C:5](=[CH:4][CH:3]=[C:2]3[F:1])[CH:6]=[CH:7][C:8](=[O:29])[N:9]4[CH2:13]2)[CH2:16][CH2:17]1, predict the reactants needed to synthesize it. The reactants are: [F:1][C:2]1[C:11]2[CH:12]([CH2:14][N:15]3[CH2:20][CH2:19][CH:18]([NH:21]C(=O)OC(C)(C)C)[CH2:17][CH2:16]3)[CH2:13][N:9]3[C:10]=2[C:5]([CH:6]=[CH:7][C:8]3=[O:29])=[CH:4][CH:3]=1. (4) Given the product [O:32]1[CH2:9][CH2:4][N:2]([C:36]2[CH:45]=[C:44]3[C:39]([C:40]([O:46][C:47]4[CH:52]=[CH:51][C:50]([NH:53][C:54]5[C:63]6[C:58](=[CH:59][CH:60]=[CH:61][CH:62]=6)[C:57]([C:64]6[CH:69]=[CH:68][CH:67]=[CH:66][CH:65]=6)=[N:56][N:55]=5)=[CH:49][CH:48]=4)=[CH:41][CH:42]=[N:43]3)=[CH:38][CH:37]=2)[CH2:3][CH2:30]1, predict the reactants needed to synthesize it. The reactants are: C[N:2]([C:4]1[C:9](C2C(P(C3CCCCC3)C3CCCCC3)=CC=CC=2)=CC=CC=1)[CH3:3].C[C:30](C)([O-:32])C.[Na+].Br[C:36]1[CH:45]=[C:44]2[C:39]([C:40]([O:46][C:47]3[CH:52]=[CH:51][C:50]([NH:53][C:54]4[C:63]5[C:58](=[CH:59][CH:60]=[CH:61][CH:62]=5)[C:57]([C:64]5[CH:69]=[CH:68][CH:67]=[CH:66][CH:65]=5)=[N:56][N:55]=4)=[CH:49][CH:48]=3)=[CH:41][CH:42]=[N:43]2)=[CH:38][CH:37]=1.N1CCOCC1.O1CCOCC1.C(O)(C)(C)C. (5) The reactants are: [O:1]1[CH2:5][CH2:4][CH:3]([C:6]([OH:8])=O)[CH2:2]1.O1CCCC1.S(Cl)(Cl)=O.[NH2:18][C:19]1[CH:20]=[C:21]([CH:38]=[CH:39][C:40]=1[CH3:41])[O:22][C:23]1[CH:24]=[CH:25][C:26]2[N:27]([N:29]=[C:30]([NH:32][C:33]([CH:35]3[CH2:37][CH2:36]3)=[O:34])[N:31]=2)[CH:28]=1. Given the product [CH:35]1([C:33]([NH:32][C:30]2[N:31]=[C:26]3[CH:25]=[CH:24][C:23]([O:22][C:21]4[CH:38]=[CH:39][C:40]([CH3:41])=[C:19]([NH:18][C:6]([CH:3]5[CH2:4][CH2:5][O:1][CH2:2]5)=[O:8])[CH:20]=4)=[CH:28][N:27]3[N:29]=2)=[O:34])[CH2:36][CH2:37]1, predict the reactants needed to synthesize it. (6) Given the product [CH3:11][O:2][CH:1]([O:24][CH3:22])[C:3]1[CH:10]=[CH:9][C:6]([C:7]#[N:8])=[CH:5][CH:4]=1, predict the reactants needed to synthesize it. The reactants are: [CH:1]([C:3]1[CH:10]=[CH:9][C:6]([C:7]#[N:8])=[CH:5][CH:4]=1)=[O:2].[C:11]1(C)C=CC(S(O)(=O)=O)=CC=1.[C:22](OCC)(=[O:24])C. (7) Given the product [CH3:65][S:66][C:67]1[CH:68]=[C:69]([NH:73][C:28]([CH:9]2[CH:8]([C:4]3[CH:5]=[CH:6][CH:7]=[C:2]([Cl:1])[C:3]=3[F:31])[C:12]([C:15]3[CH:20]=[CH:19][C:18]([Cl:21])=[CH:17][C:16]=3[F:22])([C:13]#[N:14])[CH:11]([CH2:23][C:24]([CH3:26])([CH3:27])[CH3:25])[NH:10]2)=[O:29])[CH:70]=[CH:71][CH:72]=1, predict the reactants needed to synthesize it. The reactants are: [Cl:1][C:2]1[C:3]([F:31])=[C:4]([CH:8]2[C:12]([C:15]3[CH:20]=[CH:19][C:18]([Cl:21])=[CH:17][C:16]=3[F:22])([C:13]#[N:14])[CH:11]([CH2:23][C:24]([CH3:27])([CH3:26])[CH3:25])[NH:10][CH:9]2[C:28](O)=[O:29])[CH:5]=[CH:6][CH:7]=1.CN(C(ON1N=NC2C=CC=NC1=2)=[N+](C)C)C.F[P-](F)(F)(F)(F)F.CCN(C(C)C)C(C)C.[CH3:65][S:66][C:67]1[CH:72]=[CH:71][CH:70]=[C:69]([NH2:73])[CH:68]=1. (8) Given the product [F:8][C:6]1[CH:5]=[CH:4][C:3]([C:9]2[N:14]=[CH:13][N:12]=[C:11]([NH:15][C:16]3[CH:21]=[CH:20][CH:19]=[C:18]([CH2:22][S:23]([CH3:26])(=[O:25])=[O:24])[CH:17]=3)[N:10]=2)=[C:2]([O:34][CH2:33][C:32]2[CH:31]=[CH:30][C:29]([C:28]([F:27])([F:37])[F:38])=[CH:36][CH:35]=2)[CH:7]=1, predict the reactants needed to synthesize it. The reactants are: F[C:2]1[CH:7]=[C:6]([F:8])[CH:5]=[CH:4][C:3]=1[C:9]1[N:14]=[CH:13][N:12]=[C:11]([NH:15][C:16]2[CH:21]=[CH:20][CH:19]=[C:18]([CH2:22][S:23]([CH3:26])(=[O:25])=[O:24])[CH:17]=2)[N:10]=1.[F:27][C:28]([F:38])([F:37])[C:29]1[CH:36]=[CH:35][C:32]([CH2:33][OH:34])=[CH:31][CH:30]=1. (9) Given the product [Cl:1][C:2]1[CH:3]=[C:4]([S:9]([NH2:14])(=[O:11])=[O:10])[CH:5]=[CH:6][C:7]=1[F:8], predict the reactants needed to synthesize it. The reactants are: [Cl:1][C:2]1[CH:3]=[C:4]([S:9](Cl)(=[O:11])=[O:10])[CH:5]=[CH:6][C:7]=1[F:8].[OH-].[NH4+:14].